Dataset: Forward reaction prediction with 1.9M reactions from USPTO patents (1976-2016). Task: Predict the product of the given reaction. (1) Given the reactants O[CH2:2][CH2:3][N:4]1[CH2:8][CH2:7][NH:6][C:5]1=[O:9].S(Cl)([Cl:12])=O, predict the reaction product. The product is: [Cl:12][CH2:2][CH2:3][N:4]1[CH2:8][CH2:7][NH:6][C:5]1=[O:9]. (2) The product is: [CH2:1]([O:3][C:4]1[CH:5]=[C:6]([CH:12]([N:17]2[C:21](=[O:22])[C:20]3=[C:23]([OH:27])[CH:24]=[CH:25][CH:26]=[C:19]3[C:18]2=[O:28])[CH2:13][C:14]([NH:42][OH:43])=[O:15])[CH:7]=[CH:8][C:9]=1[O:10][CH3:11])[CH3:2]. Given the reactants [CH2:1]([O:3][C:4]1[CH:5]=[C:6]([CH:12]([N:17]2[C:21](=[O:22])[C:20]3=[C:23]([OH:27])[CH:24]=[CH:25][CH:26]=[C:19]3[C:18]2=[O:28])[CH2:13][C:14](O)=[O:15])[CH:7]=[CH:8][C:9]=1[O:10][CH3:11])[CH3:2].C(N1C=CN=C1)(N1C=CN=C1)=O.Cl.[NH2:42][OH:43], predict the reaction product. (3) Given the reactants F[C:2]1[C:7]([F:8])=[CH:6][C:5]([F:9])=[CH:4][N:3]=1.O.[NH2:11][NH2:12].C(O)CC, predict the reaction product. The product is: [NH:11]([C:2]1[C:7]([F:8])=[CH:6][C:5]([F:9])=[CH:4][N:3]=1)[NH2:12]. (4) Given the reactants [I:1][C:2]1[C:10]2[C:5](=[N:6][CH:7]=[N:8][C:9]=2[NH2:11])[NH:4][N:3]=1.[H-].[Na+].[N+]([C:17]1[CH:22]=[CH:21][N+:20]([O-:23])=[CH:19][CH:18]=1)([O-])=O, predict the reaction product. The product is: [NH2:11][C:9]1[N:8]=[CH:7][N:6]=[C:5]2[N:4]([C:17]3[CH:22]=[CH:21][N+:20]([O-:23])=[CH:19][CH:18]=3)[N:3]=[C:2]([I:1])[C:10]=12. (5) Given the reactants [O:1]=[C:2]([CH3:17])[CH2:3][CH2:4][C:5]1[CH:6]=[CH:7][C:8]2[N:9]([C:11]([C:14]([O-:16])=[O:15])=[CH:12][N:13]=2)[CH:10]=1.[Li+].[OH-].C(O)(=O)CC(CC(O)=O)(C(O)=O)O, predict the reaction product. The product is: [O:1]=[C:2]([CH3:17])[CH2:3][CH2:4][C:5]1[CH:6]=[CH:7][C:8]2[N:9]([C:11]([C:14]([OH:16])=[O:15])=[CH:12][N:13]=2)[CH:10]=1.